Dataset: Forward reaction prediction with 1.9M reactions from USPTO patents (1976-2016). Task: Predict the product of the given reaction. (1) Given the reactants [Cl:1][C:2]1[CH:7]=[CH:6][N:5]=[C:4]([C:8]([CH:12]2[CH2:14][CH2:13]2)=[CH:9][O:10]C)[C:3]=1[O:15][CH3:16].S(=O)(=O)(O)O.C(=O)(O)[O-].[Na+], predict the reaction product. The product is: [Cl:1][C:2]1[CH:7]=[CH:6][N:5]=[C:4]([CH:8]([CH:12]2[CH2:13][CH2:14]2)[CH:9]=[O:10])[C:3]=1[O:15][CH3:16]. (2) Given the reactants [C:1]1([CH:7]2[CH2:12][CH2:11][CH2:10][CH2:9][C:8]2=[O:13])[CH:6]=[CH:5][CH:4]=[CH:3][CH:2]=1.[C:14](Cl)([N:16]=[C:17]=[O:18])=[O:15], predict the reaction product. The product is: [C:1]1([CH:7]2[C:8]3[O:13][C:17](=[O:18])[NH:16][C:14](=[O:15])[C:9]=3[CH2:10][CH2:11][CH2:12]2)[CH:6]=[CH:5][CH:4]=[CH:3][CH:2]=1. (3) Given the reactants Br[C:2]1[CH:9]=[CH:8][CH:7]=[C:6]([Br:10])[C:3]=1[CH:4]=[O:5].[CH:11]1([C:14]2[CH:15]=[CH:16][C:17]3[C:23](=[O:24])[NH:22][CH2:21][CH2:20][NH:19][C:18]=3[CH:25]=2)[CH2:13][CH2:12]1.C(=O)([O-])[O-].[Cs+].[Cs+], predict the reaction product. The product is: [Br:10][C:6]1[CH:7]=[CH:8][CH:9]=[C:2]([N:22]2[C:23](=[O:24])[C:17]3[CH:16]=[CH:15][C:14]([CH:11]4[CH2:13][CH2:12]4)=[CH:25][C:18]=3[NH:19][CH2:20][CH2:21]2)[C:3]=1[CH:4]=[O:5]. (4) Given the reactants Br[C:2]1[C:7]([O:8][CH3:9])=[CH:6][C:5]([CH:10]=[CH:11][C:12]2[CH:17]=[CH:16][CH:15]=[CH:14][CH:13]=2)=[CH:4][C:3]=1[O:18][CH3:19].[CH2:20](I)[CH3:21].O, predict the reaction product. The product is: [CH3:19][O:18][C:3]1[CH:4]=[C:5]([CH:10]=[CH:11][C:12]2[CH:17]=[CH:16][CH:15]=[CH:14][CH:13]=2)[CH:6]=[C:7]([O:8][CH3:9])[C:2]=1[CH2:20][CH3:21]. (5) Given the reactants [CH:1]1([O:7][C:8]2[CH:31]=[CH:30][C:11]3[C:12]([CH2:15][CH2:16][CH:17]4[CH2:22][CH2:21][N:20]([C:23](OC(C)(C)C)=O)[CH2:19][CH2:18]4)=[N:13][O:14][C:10]=3[C:9]=2[CH2:32][N:33]([CH3:35])[CH3:34])[CH2:6][CH2:5][CH2:4][CH:3]=[CH:2]1.Cl.[C:37]1([CH3:43])[CH:42]=[CH:41][CH:40]=[CH:39][CH:38]=1, predict the reaction product. The product is: [CH3:34][N:33]([CH2:32][C:9]1[C:10]2[O:14][N:13]=[C:12]([CH2:15][CH2:16][CH:17]3[CH2:22][CH2:21][N:20]([CH2:23][C:37]4[CH:42]=[CH:41][CH:40]=[CH:39][CH:38]=4)[CH2:19][CH2:18]3)[C:11]=2[CH:30]=[CH:31][C:8]=1[O:7][CH:1]1[CH2:6][CH2:5][CH2:4][CH:3]=[CH:2]1)[CH3:35].[CH2:43]([N:20]1[CH2:21][CH2:22][CH:17]([CH2:16][CH2:15][C:12]2[C:11]3[CH:30]=[CH:31][C:8]([OH:7])=[C:9]([CH2:32][N:33]([CH3:34])[CH3:35])[C:10]=3[O:14][N:13]=2)[CH2:18][CH2:19]1)[C:37]1[CH:42]=[CH:41][CH:40]=[CH:39][CH:38]=1.